Dataset: KCNQ2 potassium channel screen with 302,405 compounds. Task: Binary Classification. Given a drug SMILES string, predict its activity (active/inactive) in a high-throughput screening assay against a specified biological target. (1) The drug is Clc1cc(NS(=O)(=O)N2CCOCC2)ccc1Cl. The result is 0 (inactive). (2) The molecule is S\1C(=O)N(CC(=O)N2CCCCC2)C(=O)C1=C/C=C\c1ccccc1. The result is 0 (inactive). (3) The molecule is Brc1nsc2nc(N3CCOCC3)c3c(CC(OC3)(C)C)c12. The result is 0 (inactive).